Dataset: Full USPTO retrosynthesis dataset with 1.9M reactions from patents (1976-2016). Task: Predict the reactants needed to synthesize the given product. Given the product [OH:25][C:26]([CH3:56])([CH3:68])[CH2:27][N:28]1[CH:32]=[CH:31][C:30]([NH:33][C:11](=[O:13])[C@@H:10]([N:8]2[CH2:9][C:5]([O:4][C:3]3[CH:19]=[CH:20][CH:21]=[C:22]([OH:23])[C:2]=3[F:1])=[CH:6][C:7]2=[O:18])[CH2:14][CH:15]([CH3:17])[CH3:16])=[N:29]1, predict the reactants needed to synthesize it. The reactants are: [F:1][C:2]1[C:22]([OH:23])=[CH:21][CH:20]=[CH:19][C:3]=1[O:4][C:5]1[CH2:9][N:8]([C@@H:10]([CH2:14][CH:15]([CH3:17])[CH3:16])[C:11]([OH:13])=O)[C:7](=[O:18])[CH:6]=1.Cl.[OH:25][C@@H:26]([CH2:56]O)[CH2:27][N:28]1[CH:32]=[CH:31][C:30]([NH:33]C(=O)[C@@H](N2CC(OC3C=CC=C(Cl)C=3Cl)=CC2=O)CC(C)C)=[N:29]1.F[P-](F)(F)(F)(F)F.N1(O[P+](N(C)C)(N(C)C)N(C)C)C2C=CC=C[C:68]=2N=N1.C(N(CC)C(C)C)(C)C.